From a dataset of Reaction yield outcomes from USPTO patents with 853,638 reactions. Predict the reaction yield, written as a fraction of the theoretical maximum amount of product (1.0 means a 100% yield; for example, 0.34 means a 34% yield). (1) The reactants are [C:1]([O-])(=O)[CH3:2].[O:5]=[C:6]1[C@@H:9]([NH3+:10])[CH2:8][NH:7]1.CCN(C(C)C)C(C)C.[CH2:20]([O:29][C:30](N1C=CC=CC1=O)=[O:31])[CH2:21][CH2:22][CH2:23][CH2:24][CH2:25][CH2:26][CH2:27][CH3:28].CCOCC. The catalyst is C(Cl)Cl. The product is [C:25]1([CH2:24][CH2:23][CH2:22][CH2:21][CH2:20][O:29][C:30](=[O:31])[NH:10][C@H:9]2[CH2:8][NH:7][C:6]2=[O:5])[CH:26]=[CH:27][CH:28]=[CH:2][CH:1]=1. The yield is 0.570. (2) The reactants are [CH3:1][CH:2]1[N:8]([CH3:9])[CH2:7][C:6]2[CH:10]=[CH:11][C:12]([N:14]3[CH2:19][CH2:18][N:17](C(OC(C)(C)C)=O)[CH2:16][CH2:15]3)=[N:13][C:5]=2[O:4][CH2:3]1.[ClH:27].C(OCC)(=O)C. No catalyst specified. The product is [ClH:27].[ClH:27].[ClH:27].[CH3:1][CH:2]1[N:8]([CH3:9])[CH2:7][C:6]2[CH:10]=[CH:11][C:12]([N:14]3[CH2:19][CH2:18][NH:17][CH2:16][CH2:15]3)=[N:13][C:5]=2[O:4][CH2:3]1. The yield is 0.710. (3) The reactants are [CH2:1]([O:3][C:4]1([C:7]2[CH:12]=[CH:11][C:10]([C:13]#[CH:14])=[CH:9][C:8]=2[C:15]([CH3:18])([CH3:17])[CH3:16])[CH2:6][CH2:5]1)[CH3:2].[CH2:19]([O:21][C:22](=[O:30])[C:23]1[CH:28]=[CH:27][C:26](I)=[CH:25][CH:24]=1)[CH3:20]. The catalyst is C(N(CC)CC)C.[Cu]I.Cl[Pd](Cl)([P](C1C=CC=CC=1)(C1C=CC=CC=1)C1C=CC=CC=1)[P](C1C=CC=CC=1)(C1C=CC=CC=1)C1C=CC=CC=1. The product is [CH2:1]([O:3][C:4]1([C:7]2[CH:12]=[CH:11][C:10]([C:13]#[C:14][C:26]3[CH:27]=[CH:28][C:23]([C:22]([O:21][CH2:19][CH3:20])=[O:30])=[CH:24][CH:25]=3)=[CH:9][C:8]=2[C:15]([CH3:17])([CH3:16])[CH3:18])[CH2:6][CH2:5]1)[CH3:2]. The yield is 0.730. (4) The reactants are [Cl:1][C:2]1[CH:10]=[C:9]2[C:5]([C:6]([C:11]([N:13]3[CH2:18][CH2:17][C:16]4([C:22]5[CH:23]=[CH:24][CH:25]=[CH:26][C:21]=5[CH2:20][O:19]4)[CH2:15][CH2:14]3)=[O:12])=[CH:7][NH:8]2)=[CH:4][CH:3]=1.[O:27]1[CH2:32][CH2:31][CH:30]([CH2:33]COS(C)(=O)=O)[CH2:29][CH2:28]1. No catalyst specified. The product is [Cl:1][C:2]1[CH:10]=[C:9]2[C:5]([C:6]([C:11]([N:13]3[CH2:18][CH2:17][C:16]4([C:22]5[CH:23]=[CH:24][CH:25]=[CH:26][C:21]=5[CH2:20][O:19]4)[CH2:15][CH2:14]3)=[O:12])=[CH:7][N:8]2[CH2:33][CH:30]2[CH2:31][CH2:32][O:27][CH2:28][CH2:29]2)=[CH:4][CH:3]=1. The yield is 0.550.